Dataset: NCI-60 drug combinations with 297,098 pairs across 59 cell lines. Task: Regression. Given two drug SMILES strings and cell line genomic features, predict the synergy score measuring deviation from expected non-interaction effect. (1) Drug 1: COC1=NC(=NC2=C1N=CN2C3C(C(C(O3)CO)O)O)N. Drug 2: CCCCC(=O)OCC(=O)C1(CC(C2=C(C1)C(=C3C(=C2O)C(=O)C4=C(C3=O)C=CC=C4OC)O)OC5CC(C(C(O5)C)O)NC(=O)C(F)(F)F)O. Cell line: MALME-3M. Synergy scores: CSS=35.9, Synergy_ZIP=-4.09, Synergy_Bliss=-0.708, Synergy_Loewe=-3.31, Synergy_HSA=0.643. (2) Drug 2: C1=C(C(=O)NC(=O)N1)F. Cell line: HCC-2998. Drug 1: COC1=CC(=CC(=C1O)OC)C2C3C(COC3=O)C(C4=CC5=C(C=C24)OCO5)OC6C(C(C7C(O6)COC(O7)C8=CC=CS8)O)O. Synergy scores: CSS=26.5, Synergy_ZIP=-16.4, Synergy_Bliss=-25.2, Synergy_Loewe=-18.9, Synergy_HSA=-18.5. (3) Drug 1: CCC1(CC2CC(C3=C(CCN(C2)C1)C4=CC=CC=C4N3)(C5=C(C=C6C(=C5)C78CCN9C7C(C=CC9)(C(C(C8N6C=O)(C(=O)OC)O)OC(=O)C)CC)OC)C(=O)OC)O.OS(=O)(=O)O. Drug 2: CC12CCC3C(C1CCC2O)C(CC4=C3C=CC(=C4)O)CCCCCCCCCS(=O)CCCC(C(F)(F)F)(F)F. Cell line: HOP-62. Synergy scores: CSS=27.8, Synergy_ZIP=2.65, Synergy_Bliss=8.29, Synergy_Loewe=3.42, Synergy_HSA=3.43. (4) Drug 1: C1C(C(OC1N2C=NC3=C(N=C(N=C32)Cl)N)CO)O. Drug 2: CN1C2=C(C=C(C=C2)N(CCCl)CCCl)N=C1CCCC(=O)O.Cl. Cell line: SF-295. Synergy scores: CSS=7.74, Synergy_ZIP=-4.52, Synergy_Bliss=-7.20, Synergy_Loewe=-18.6, Synergy_HSA=-6.43. (5) Drug 1: CC1=C(C=C(C=C1)NC(=O)C2=CC=C(C=C2)CN3CCN(CC3)C)NC4=NC=CC(=N4)C5=CN=CC=C5. Drug 2: CC1=C(C(=O)C2=C(C1=O)N3CC4C(C3(C2COC(=O)N)OC)N4)N. Cell line: OVCAR-8. Synergy scores: CSS=20.6, Synergy_ZIP=-0.860, Synergy_Bliss=2.56, Synergy_Loewe=-25.7, Synergy_HSA=-4.03. (6) Drug 1: C1=CC=C(C(=C1)C(C2=CC=C(C=C2)Cl)C(Cl)Cl)Cl. Drug 2: C1CC(=O)NC(=O)C1N2C(=O)C3=CC=CC=C3C2=O. Cell line: K-562. Synergy scores: CSS=8.87, Synergy_ZIP=-9.76, Synergy_Bliss=-12.9, Synergy_Loewe=-7.90, Synergy_HSA=-7.76.